From a dataset of Peptide-MHC class II binding affinity with 134,281 pairs from IEDB. Regression. Given a peptide amino acid sequence and an MHC pseudo amino acid sequence, predict their binding affinity value. This is MHC class II binding data. (1) The peptide sequence is AGAEPAGKATTEEQK. The MHC is HLA-DPA10201-DPB10101 with pseudo-sequence HLA-DPA10201-DPB10101. The binding affinity (normalized) is 0.0415. (2) The peptide sequence is AQNGVQAMSSLGSSL. The MHC is HLA-DPA10103-DPB10301 with pseudo-sequence HLA-DPA10103-DPB10301. The binding affinity (normalized) is 0.384. (3) The peptide sequence is IGRGRVSPGNGWMIK. The MHC is DRB1_0404 with pseudo-sequence DRB1_0404. The binding affinity (normalized) is 0.306. (4) The peptide sequence is PSSASPWSWPDLDLK. The MHC is HLA-DQA10501-DQB10303 with pseudo-sequence HLA-DQA10501-DQB10303. The binding affinity (normalized) is 0.472.